Dataset: Forward reaction prediction with 1.9M reactions from USPTO patents (1976-2016). Task: Predict the product of the given reaction. (1) Given the reactants [NH2:1][C:2]([NH:4][C:5]1[CH:9]=[C:8]([C:10]2[CH:15]=[CH:14][C:13]([O:16][CH2:17][CH2:18]N(C)C)=[CH:12][CH:11]=2)[S:7][C:6]=1[C:22]([NH2:24])=[O:23])=[O:3].ClCC[CH2:28][N:29]([CH3:31])[CH3:30], predict the reaction product. The product is: [NH2:1][C:2]([NH:4][C:5]1[CH:9]=[C:8]([C:10]2[CH:11]=[CH:12][C:13]([O:16][CH2:17][CH2:18][CH2:28][N:29]([CH3:31])[CH3:30])=[CH:14][CH:15]=2)[S:7][C:6]=1[C:22]([NH2:24])=[O:23])=[O:3]. (2) Given the reactants [CH2:1]([OH:9])[CH2:2][CH2:3][CH2:4][CH2:5][CH2:6][CH2:7][CH3:8].CC(C)([O-])C.[K+].F[C:17]1[CH:22]=[CH:21][C:20]([C:23](=[O:25])[CH3:24])=[CH:19][C:18]=1[C:26]([F:29])([F:28])[F:27].C(O)(=O)CC(CC(O)=O)(C(O)=O)O.C(C1C=CC=CC=1)(=O)C, predict the reaction product. The product is: [CH2:1]([O:9][C:17]1[CH:22]=[CH:21][C:20]([C:23](=[O:25])[CH3:24])=[CH:19][C:18]=1[C:26]([F:27])([F:28])[F:29])[CH2:2][CH2:3][CH2:4][CH2:5][CH2:6][CH2:7][CH3:8]. (3) Given the reactants I[C:2]1[CH:7]=[CH:6][CH:5]=[CH:4][C:3]=1[N:8]([CH3:19])[C:9](=[O:18])[O:10][CH2:11][C:12]1[CH:17]=[CH:16][CH:15]=[CH:14][CH:13]=1.Br[C:21]([F:28])([F:27])[C:22]([O:24][CH2:25][CH3:26])=[O:23], predict the reaction product. The product is: [CH2:11]([O:10][C:9]([N:8]([CH3:19])[C:3]1[CH:4]=[CH:5][CH:6]=[CH:7][C:2]=1[C:21]([F:28])([F:27])[C:22]([O:24][CH2:25][CH3:26])=[O:23])=[O:18])[C:12]1[CH:17]=[CH:16][CH:15]=[CH:14][CH:13]=1. (4) Given the reactants [Cl:1][C:2]1[CH:7]=[CH:6][C:5]([C:8]2[CH:9]([C:26]3[CH:31]=[CH:30][C:29](I)=[CH:28][CH:27]=3)[O:10][C:11]3[C:16]([C:17]=2[CH3:18])=[CH:15][C:14]([O:19]C2CCCCO2)=[CH:13][CH:12]=3)=[CH:4][C:3]=1[F:33].[F:34][CH2:35][C@@H:36]1[CH2:40][CH2:39][N:38]([CH2:41][CH2:42][OH:43])[CH2:37]1, predict the reaction product. The product is: [Cl:1][C:2]1[CH:7]=[CH:6][C:5]([C:8]2[CH:9]([C:26]3[CH:27]=[CH:28][C:29]([O:43][CH2:42][CH2:41][N:38]4[CH2:39][CH2:40][C@@H:36]([CH2:35][F:34])[CH2:37]4)=[CH:30][CH:31]=3)[O:10][C:11]3[C:16]([C:17]=2[CH3:18])=[CH:15][C:14]([OH:19])=[CH:13][CH:12]=3)=[CH:4][C:3]=1[F:33].